From a dataset of Forward reaction prediction with 1.9M reactions from USPTO patents (1976-2016). Predict the product of the given reaction. (1) Given the reactants N1CCC[C@@H]1CNC(C1SC=CC=1NC1C=CN=C2NC=CC=12)=O.C(OC([N:32]1[CH2:36][CH2:35][CH:34]([NH:37][C:38]([C:40]2[CH:44]=[CH:43][S:42][C:41]=2[NH:45][C:46]2[CH:51]=[CH:50][N:49]=[C:48]3[NH:52][CH:53]=[CH:54][C:47]=23)=[O:39])[CH2:33]1)=O)(C)(C)C, predict the reaction product. The product is: [NH:32]1[CH2:36][CH2:35][CH:34]([NH:37][C:38]([C:40]2[CH:44]=[CH:43][S:42][C:41]=2[NH:45][C:46]2[CH:51]=[CH:50][N:49]=[C:48]3[NH:52][CH:53]=[CH:54][C:47]=23)=[O:39])[CH2:33]1. (2) Given the reactants [N:1]1([C:7]2[N:12]=[C:11]([C:13]3[CH:18]=[CH:17][CH:16]=[CH:15][N:14]=3)[N:10]=[C:9]([C:19]([NH:21][C:22]3C=CC=CC=3)=[O:20])[CH:8]=2)[CH2:6][CH2:5][O:4][CH2:3][CH2:2]1.N1(C2N=C(C3C=CC=CN=3)N=C(C(O)=O)C=2)CCOC[CH2:29]1, predict the reaction product. The product is: [CH3:29][N:21]([CH3:22])[C:19]([C:9]1[CH:8]=[C:7]([N:1]2[CH2:6][CH2:5][O:4][CH2:3][CH2:2]2)[N:12]=[C:11]([C:13]2[CH:18]=[CH:17][CH:16]=[CH:15][N:14]=2)[N:10]=1)=[O:20]. (3) Given the reactants [Cl:1][C:2]1[C:32]([N+:33]([O-])=O)=[CH:31][CH:30]=[C:29]([Cl:36])[C:3]=1[CH2:4][N:5]1[C:13]2[C:8](=[CH:9][CH:10]=[CH:11][CH:12]=2)[C:7]([C:14]2[N:19]=[C:18]([NH:20][C:21]3[CH:26]=[CH:25][N:24]=[CH:23][CH:22]=3)[C:17]([O:27][CH3:28])=[CH:16][N:15]=2)=[N:6]1.NN, predict the reaction product. The product is: [NH2:33][C:32]1[C:2]([Cl:1])=[C:3]([C:29]([Cl:36])=[CH:30][CH:31]=1)[CH2:4][N:5]1[C:13]2[C:8](=[CH:9][CH:10]=[CH:11][CH:12]=2)[C:7]([C:14]2[N:19]=[C:18]([NH:20][C:21]3[CH:22]=[CH:23][N:24]=[CH:25][CH:26]=3)[C:17]([O:27][CH3:28])=[CH:16][N:15]=2)=[N:6]1. (4) Given the reactants [Cl:1][C:2]1[CH:3]=[C:4]([CH2:9][C:10]([N:12]2[CH:21]3[CH:16]([CH2:17][CH2:18][CH2:19][CH:20]3[N:22]3[CH2:26][CH2:25][CH2:24][CH2:23]3)[NH:15][CH2:14][CH2:13]2)=[O:11])[CH:5]=[CH:6][C:7]=1[Cl:8].[Cl-].C[O:29][C:30](=[O:35])[CH2:31][C:32](O)=[O:33], predict the reaction product. The product is: [Cl:1][C:2]1[CH:3]=[C:4]([CH2:9][C:10]([N:12]2[CH:21]3[CH:16]([CH2:17][CH2:18][CH2:19][CH:20]3[N:22]3[CH2:26][CH2:25][CH2:24][CH2:23]3)[N:15]([C:32](=[O:33])[CH2:31][C:30]([OH:35])=[O:29])[CH2:14][CH2:13]2)=[O:11])[CH:5]=[CH:6][C:7]=1[Cl:8].